Dataset: Reaction yield outcomes from USPTO patents with 853,638 reactions. Task: Predict the reaction yield, written as a fraction of the theoretical maximum amount of product (1.0 means a 100% yield; for example, 0.34 means a 34% yield). The reactants are [SH:1][CH2:2][C:3]([NH:5][CH3:6])=[O:4].[C:7]1([CH:13]([C:15]2[CH:20]=[CH:19][CH:18]=[CH:17][CH:16]=2)O)[CH:12]=[CH:11][CH:10]=[CH:9][CH:8]=1. No catalyst specified. The product is [CH:13]([S:1][CH2:2][C:3]([NH:5][CH3:6])=[O:4])([C:7]1[CH:12]=[CH:11][CH:10]=[CH:9][CH:8]=1)[C:15]1[CH:20]=[CH:19][CH:18]=[CH:17][CH:16]=1. The yield is 0.590.